Dataset: Peptide-MHC class II binding affinity with 134,281 pairs from IEDB. Task: Regression. Given a peptide amino acid sequence and an MHC pseudo amino acid sequence, predict their binding affinity value. This is MHC class II binding data. The peptide sequence is TFHVEKGSNPNYLALLVKYVNGDGD. The MHC is DRB1_1302 with pseudo-sequence DRB1_1302. The binding affinity (normalized) is 0.607.